Task: Predict the product of the given reaction.. Dataset: Forward reaction prediction with 1.9M reactions from USPTO patents (1976-2016) Given the reactants [H-].[Na+].[Cl:3][C:4]1[CH:12]=[C:11]2[C:7]([C:8]([I:13])=[N:9][NH:10]2)=[CH:6][C:5]=1[C:14]([O:16][CH3:17])=[O:15].Cl[C:19]([C:32]1[CH:37]=[CH:36][CH:35]=[CH:34][CH:33]=1)([C:26]1[CH:31]=[CH:30][CH:29]=[CH:28][CH:27]=1)[C:20]1[CH:25]=[CH:24][CH:23]=[CH:22][CH:21]=1.CCCCCC.CCOC(C)=O, predict the reaction product. The product is: [Cl:3][C:4]1[CH:12]=[C:11]2[C:7]([C:8]([I:13])=[N:9][N:10]2[C:19]([C:20]2[CH:25]=[CH:24][CH:23]=[CH:22][CH:21]=2)([C:32]2[CH:33]=[CH:34][CH:35]=[CH:36][CH:37]=2)[C:26]2[CH:27]=[CH:28][CH:29]=[CH:30][CH:31]=2)=[CH:6][C:5]=1[C:14]([O:16][CH3:17])=[O:15].